This data is from Reaction yield outcomes from USPTO patents with 853,638 reactions. The task is: Predict the reaction yield, written as a fraction of the theoretical maximum amount of product (1.0 means a 100% yield; for example, 0.34 means a 34% yield). The reactants are [CH2:1]([CH:8]([NH:23][C:24]([C:26]1[CH:35]=[N:34][C:33]2[C:28](=[CH:29][CH:30]=[CH:31][CH:32]=2)[N:27]=1)=[O:25])[CH:9]([OH:22])[CH2:10][CH:11]([C:18]([NH:20][NH2:21])=[O:19])[CH2:12][CH2:13][C:14]([F:17])([CH3:16])[CH3:15])[C:2]1[CH:7]=[CH:6][CH:5]=[CH:4][CH:3]=1.C(N(CC)CC)C.[C:43](N1C=CN=C1)(N1C=CN=C1)=[O:44]. The catalyst is O1CCCC1.C(OCC)(=O)C.CCCCCC. The product is [CH2:1]([CH:8]([NH:23][C:24]([C:26]1[CH:35]=[N:34][C:33]2[C:28](=[CH:29][CH:30]=[CH:31][CH:32]=2)[N:27]=1)=[O:25])[CH:9]([OH:22])[CH2:10][CH:11]([C:18]1[O:19][C:43](=[O:44])[NH:21][N:20]=1)[CH2:12][CH2:13][C:14]([F:17])([CH3:16])[CH3:15])[C:2]1[CH:7]=[CH:6][CH:5]=[CH:4][CH:3]=1. The yield is 0.820.